From a dataset of Full USPTO retrosynthesis dataset with 1.9M reactions from patents (1976-2016). Predict the reactants needed to synthesize the given product. (1) The reactants are: [F:1][C:2]1[CH:7]=[CH:6][C:5]([C:8]2[N:12]([S:13]([C:16]3[CH:21]=[CH:20][CH:19]=[CH:18][CH:17]=3)(=[O:15])=[O:14])[C:11]([CH3:22])=[C:10]([CH:23]=O)[CH:9]=2)=[CH:4][CH:3]=1.[Cl-:25].C[NH3+].[C:28]([BH3-])#[N:29].[Na+]. Given the product [ClH:25].[F:1][C:2]1[CH:7]=[CH:6][C:5]([C:8]2[N:12]([S:13]([C:16]3[CH:21]=[CH:20][CH:19]=[CH:18][CH:17]=3)(=[O:15])=[O:14])[C:11]([CH3:22])=[C:10]([CH2:23][NH:29][CH3:28])[CH:9]=2)=[CH:4][CH:3]=1, predict the reactants needed to synthesize it. (2) Given the product [F:1][C:2]1[CH:7]=[CH:6][C:5]([N:8]2[CH2:13][CH2:12][C:11]3=[N:14][C:15]([CH2:17][O:18][C:19]4[CH:20]=[C:21]([CH3:25])[CH:22]=[CH:23][CH:24]=4)=[CH:16][N:10]3[C:9]2=[O:26])=[CH:4][CH:3]=1, predict the reactants needed to synthesize it. The reactants are: [F:1][C:2]1[CH:7]=[CH:6][C:5]([N:8]2[CH:13]=[CH:12][C:11]3=[N:14][C:15]([CH2:17][O:18][C:19]4[CH:20]=[C:21]([CH3:25])[CH:22]=[CH:23][CH:24]=4)=[CH:16][N:10]3[C:9]2=[O:26])=[CH:4][CH:3]=1. (3) Given the product [Cl:1][C:2]1[CH:7]=[C:6]([C@H:8]([OH:10])[CH3:9])[CH:5]=[CH:4][N:3]=1, predict the reactants needed to synthesize it. The reactants are: [Cl:1][C:2]1[CH:7]=[C:6]([C:8](=[O:10])[CH3:9])[CH:5]=[CH:4][N:3]=1.B(Cl)([C@@H]1[C@@H](C)[C@@H]2C(C)(C)[C@@H](C2)C1)[C@@H]1[C@@H](C)[C@@H]2C(C)(C)[C@@H](C2)C1. (4) Given the product [N:8]1([C:25]([O:27][CH2:28][C:29]2[CH:34]=[CH:33][CH:32]=[CH:31][CH:30]=2)=[O:26])[CH2:13][CH2:12][NH:11][CH2:10][CH:9]1[C:21]([O:23][CH3:24])=[O:22], predict the reactants needed to synthesize it. The reactants are: C(O)(C(F)(F)F)=O.[N:8]1([C:25]([O:27][CH2:28][C:29]2[CH:34]=[CH:33][CH:32]=[CH:31][CH:30]=2)=[O:26])[CH2:13][CH2:12][N:11](C(OC(C)(C)C)=O)[CH2:10][CH:9]1[C:21]([O:23][CH3:24])=[O:22].